Predict the reactants needed to synthesize the given product. From a dataset of Full USPTO retrosynthesis dataset with 1.9M reactions from patents (1976-2016). (1) Given the product [CH3:17][N:14]1[CH2:15][CH2:16][C:4]2[N:3]([C:1]#[C:2][C:19]3[CH:24]=[N:23][C:22]([CH3:25])=[CH:21][CH:20]=3)[C:11]3[CH:10]=[CH:9][C:8]([CH3:12])=[CH:7][C:6]=3[C:5]=2[CH2:13]1.[F:43][C:1]([N:3]1[C:11]2[CH:10]=[CH:9][C:8]([CH3:12])=[CH:7][C:6]=2[C:5]2[CH2:13][N:14]([CH3:17])[CH2:15][CH2:16][C:4]1=2)=[C:2]([C:40]1[CH:39]=[N:30][C:35]([CH3:36])=[CH:42][CH:41]=1)[C:19]1[CH:24]=[N:23][C:22]([CH3:25])=[CH:21][CH:20]=1, predict the reactants needed to synthesize it. The reactants are: [C:1]([N:3]1[C:11]2[CH:10]=[CH:9][C:8]([CH3:12])=[CH:7][C:6]=2[C:5]2[CH2:13][N:14]([CH3:17])[CH2:15][CH2:16][C:4]1=2)#[CH:2].Br[C:19]1[CH:20]=[CH:21][C:22]([CH3:25])=[N:23][CH:24]=1.CCCC[N+:30]([CH2:39][CH2:40][CH2:41][CH3:42])([CH2:35][CH2:36]CC)CCCC.[F-:43]. (2) Given the product [CH3:12][C:10]([O:9][C:8]([NH:7][CH2:6][C@H:2]1[CH2:3][CH2:4][CH2:5][N:1]1[C:23]([O:25][CH2:26][C:27]1[CH:32]=[CH:31][CH:30]=[CH:29][CH:28]=1)=[O:24])=[O:14])([CH3:11])[CH3:13], predict the reactants needed to synthesize it. The reactants are: [NH:1]1[CH2:5][CH2:4][CH2:3][C@@H:2]1[CH2:6][NH:7][C:8](=[O:14])[O:9][C:10]([CH3:13])([CH3:12])[CH3:11].C(N(CC)CC)C.Cl[C:23]([O:25][CH2:26][C:27]1[CH:32]=[CH:31][CH:30]=[CH:29][CH:28]=1)=[O:24].O. (3) Given the product [Cl:12][C:5]1[C:6]([C:8]([O:10][CH3:11])=[O:9])=[N:7][C:2]([CH:14]2[CH2:16][CH2:15]2)=[CH:3][CH:4]=1, predict the reactants needed to synthesize it. The reactants are: Br[C:2]1[N:7]=[C:6]([C:8]([O:10][CH3:11])=[O:9])[C:5]([Cl:12])=[CH:4][CH:3]=1.O.[CH:14]1(B(O)O)[CH2:16][CH2:15]1.P([O-])([O-])([O-])=O.[K+].[K+].[K+].C1(C)C=CC=CC=1.